Dataset: Forward reaction prediction with 1.9M reactions from USPTO patents (1976-2016). Task: Predict the product of the given reaction. (1) Given the reactants [NH2:1][C:2]1[CH:30]=[CH:29][C:5]([O:6][C:7]2[C:16]3[C:11](=[CH:12][C:13]([O:19][CH2:20][C@H:21]([OH:28])[CH2:22][N:23]([CH2:26][CH3:27])[CH2:24][CH3:25])=[C:14]([C:17]#[N:18])[CH:15]=3)[N:10]=[CH:9][CH:8]=2)=[CH:4][C:3]=1[Cl:31].[N:32]1[CH:37]=C[CH:35]=[CH:34][CH:33]=1.ClC(OC1C=CC=CC=1)=[O:40].C1(N)CC1.C(=O)(O)[O-].[Na+], predict the reaction product. The product is: [Cl:31][C:3]1[CH:4]=[C:5]([O:6][C:7]2[C:16]3[C:11](=[CH:12][C:13]([O:19][CH2:20][C@H:21]([OH:28])[CH2:22][N:23]([CH2:26][CH3:27])[CH2:24][CH3:25])=[C:14]([C:17]#[N:18])[CH:15]=3)[N:10]=[CH:9][CH:8]=2)[CH:29]=[CH:30][C:2]=1[NH:1][C:37]([NH:32][CH:33]1[CH2:35][CH2:34]1)=[O:40]. (2) Given the reactants [N+:1]([C:4]1[C:5]([C:13]([O:15][CH3:16])=[O:14])=[N:6][NH:7][C:8]=1[C:9]([O:11][CH3:12])=[O:10])([O-:3])=[O:2].[CH3:17][CH:18]([CH3:21])[CH2:19]O.C1(P(C2C=CC=CC=2)C2C=CC=CC=2)C=CC=CC=1.N(C(OC(C)C)=O)=NC(OC(C)C)=O, predict the reaction product. The product is: [CH2:17]([N:7]1[C:8]([C:9]([O:11][CH3:12])=[O:10])=[C:4]([N+:1]([O-:3])=[O:2])[C:5]([C:13]([O:15][CH3:16])=[O:14])=[N:6]1)[CH:18]([CH3:21])[CH3:19].